The task is: Predict which catalyst facilitates the given reaction.. This data is from Catalyst prediction with 721,799 reactions and 888 catalyst types from USPTO. Reactant: [C:1]([C:3]1[C:8](F)=[CH:7][C:6]([F:10])=[CH:5][N:4]=1)#[N:2].[NH2:11][CH:12]1[CH2:17][C:16]([CH3:19])([CH3:18])[N:15]([CH3:20])[C:14]([CH3:22])([CH3:21])[CH2:13]1.C(=O)([O-])[O-].[K+].[K+].O. Product: [C:1]([C:3]1[C:8]([NH:11][CH:12]2[CH2:13][C:14]([CH3:21])([CH3:22])[N:15]([CH3:20])[C:16]([CH3:19])([CH3:18])[CH2:17]2)=[CH:7][C:6]([F:10])=[CH:5][N:4]=1)#[N:2]. The catalyst class is: 148.